From a dataset of Full USPTO retrosynthesis dataset with 1.9M reactions from patents (1976-2016). Predict the reactants needed to synthesize the given product. Given the product [CH:17]1[C:29]2[CH:28]([CH2:30][O:31][C:32]([N:16]3[CH:14]4[CH2:15][N:8]([C:6]([O:5][C:1]([CH3:4])([CH3:2])[CH3:3])=[O:7])[CH2:9][CH:10]3[CH2:11][O:12][CH2:13]4)=[O:33])[C:27]3[C:22](=[CH:23][CH:24]=[CH:25][CH:26]=3)[C:21]=2[CH:20]=[CH:19][CH:18]=1, predict the reactants needed to synthesize it. The reactants are: [C:1]([O:5][C:6]([N:8]1[CH2:15][CH:14]2[NH:16][CH:10]([CH2:11][O:12][CH2:13]2)[CH2:9]1)=[O:7])([CH3:4])([CH3:3])[CH3:2].[CH:17]1[C:29]2[CH:28]([CH2:30][O:31][C:32](C3CC(=O)N(O)C3=O)=[O:33])[C:27]3[C:22](=[CH:23][CH:24]=[CH:25][CH:26]=3)[C:21]=2[CH:20]=[CH:19][CH:18]=1.